Dataset: Reaction yield outcomes from USPTO patents with 853,638 reactions. Task: Predict the reaction yield, written as a fraction of the theoretical maximum amount of product (1.0 means a 100% yield; for example, 0.34 means a 34% yield). (1) The reactants are [Cl:1][C:2]1[CH:7]=[CH:6][C:5]([C:8](=O)[CH2:9][C:10]2[CH:15]=[CH:14][CH:13]=[CH:12][CH:11]=2)=[CH:4][C:3]=1[F:17].[CH2:18]([O:20][C:21]1[CH:22]=[C:23]([CH:26]=[C:27]([N+:30]([O-:32])=[O:31])[C:28]=1[OH:29])[CH:24]=O)[CH3:19].[NH2:33][C:34]([NH2:36])=[O:35].Cl. The catalyst is C(O)C. The product is [Cl:1][C:2]1[CH:7]=[CH:6][C:5]([C:8]2[NH:36][C:34](=[O:35])[NH:33][CH:24]([C:23]3[CH:26]=[C:27]([N+:30]([O-:32])=[O:31])[C:28]([OH:29])=[C:21]([O:20][CH2:18][CH3:19])[CH:22]=3)[C:9]=2[C:10]2[CH:15]=[CH:14][CH:13]=[CH:12][CH:11]=2)=[CH:4][C:3]=1[F:17]. The yield is 0.0930. (2) The reactants are [C:1]([N:4]1[CH2:9][CH2:8][NH:7][CH2:6][CH2:5]1)(=[O:3])[CH3:2].[CH:10]12[O:16][CH:11]1[CH2:12][CH2:13][CH2:14][CH2:15]2. The catalyst is O. The product is [C:1]([N:4]1[CH2:9][CH2:8][NH:7][CH2:6][CH:5]1[C@@H:10]1[CH2:15][CH2:14][CH2:13][CH2:12][C@@H:11]1[OH:16])(=[O:3])[CH3:2]. The yield is 0.870. (3) The reactants are [C:1]([C:5]1[O:9][N:8]=[C:7]([NH:10][C:11]([NH:13][C:14]2[CH:19]=[CH:18][CH:17]=[C:16]([S:20][C:21]3[C:30]4[C:25](=[CH:26][C:27]([O:41][CH3:42])=[C:28]([O:31][CH2:32][CH2:33][CH2:34][N:35]5[CH2:40][CH2:39][CH2:38][CH2:37][CH2:36]5)[CH:29]=4)[N:24]=[CH:23][N:22]=3)[CH:15]=2)=[O:12])[CH:6]=1)([CH3:4])([CH3:3])[CH3:2].N1CCC([CH2:49][OH:50])CC1. No catalyst specified. The product is [C:1]([C:5]1[O:9][N:8]=[C:7]([NH:10][C:11]([NH:13][C:14]2[CH:19]=[CH:18][CH:17]=[C:16]([S:20][C:21]3[C:30]4[C:25](=[CH:26][C:27]([O:41][CH3:42])=[C:28]([O:31][CH2:32][CH2:33][CH2:34][N:35]5[CH2:40][CH2:39][CH:38]([CH2:49][OH:50])[CH2:37][CH2:36]5)[CH:29]=4)[N:24]=[CH:23][N:22]=3)[CH:15]=2)=[O:12])[CH:6]=1)([CH3:4])([CH3:2])[CH3:3]. The yield is 0.580. (4) The reactants are [NH2:1][C:2]1[CH:7]=[CH:6][C:5]([N:8]2[C:14](=[O:15])[CH2:13][C:12](=[O:16])[NH:11][C:10]3[C:17]4[C:22]([CH:23]=[CH:24][C:9]2=3)=[CH:21][CH:20]=[CH:19][CH:18]=4)=[CH:4][CH:3]=1.[CH3:25][N:26]1[CH2:31][CH2:30][CH:29]([C:32](Cl)=[O:33])[CH2:28][CH2:27]1.IC1C=CC=CC=1C(NCCN1C(=O)CC(=O)NC2C3C(C=CC1=2)=CC=CC=3)=O. No catalyst specified. The product is [CH3:25][N:26]1[CH2:31][CH2:30][CH:29]([C:32]([NH:1][C:2]2[CH:7]=[CH:6][C:5]([N:8]3[C:14](=[O:15])[CH2:13][C:12](=[O:16])[NH:11][C:10]4[C:17]5[C:22]([CH:23]=[CH:24][C:9]3=4)=[CH:21][CH:20]=[CH:19][CH:18]=5)=[CH:4][CH:3]=2)=[O:33])[CH2:28][CH2:27]1. The yield is 1.00. (5) The reactants are [C:1]([C:5]1[CH:6]=[CH:7][C:8]([O:18]C)=[C:9]([C:11]2[CH:16]=[CH:15][C:14]([CH3:17])=[CH:13][N:12]=2)[CH:10]=1)([CH3:4])([CH3:3])[CH3:2].B(Br)(Br)Br.CO.C(=O)([O-])O.[Na+]. The catalyst is ClCCl. The product is [C:1]([C:5]1[CH:6]=[CH:7][C:8]([OH:18])=[C:9]([C:11]2[CH:16]=[CH:15][C:14]([CH3:17])=[CH:13][N:12]=2)[CH:10]=1)([CH3:4])([CH3:3])[CH3:2]. The yield is 0.920. (6) The reactants are [C:1]([NH:4][C:5]1[CH:10]=[CH:9][C:8]([CH:11]([CH3:16])[C:12]([O:14][CH3:15])=[O:13])=[CH:7][CH:6]=1)(=[S:3])[NH2:2].Br[CH2:18][C:19](=O)[C:20]([F:23])([F:22])[F:21]. The catalyst is O1CCOCC1. The product is [F:21][C:20]([F:23])([F:22])[C:19]1[N:2]=[C:1]([NH:4][C:5]2[CH:6]=[CH:7][C:8]([CH:11]([CH3:16])[C:12]([O:14][CH3:15])=[O:13])=[CH:9][CH:10]=2)[S:3][CH:18]=1. The yield is 0.800.